The task is: Predict the reactants needed to synthesize the given product.. This data is from Full USPTO retrosynthesis dataset with 1.9M reactions from patents (1976-2016). (1) The reactants are: [CH3:1][C:2]([CH3:21])=[C:3]1[CH:8]([C:9]2[CH:14]=[CH:13][C:12]([O:15][CH2:16][CH:17]([OH:20])[CH2:18][OH:19])=[CH:11][CH:10]=2)[CH:7]=[CH:6][CH:5]=[CH:4]1.C1(=[O:28])CCCCC1.C1([N:35]=[C:36]=[O:37])C=CC=CC=1. Given the product [CH3:1][C:2]([CH3:21])=[C:3]1[CH:8]([C:9]2[CH:10]=[CH:11][C:12]([O:15][CH2:16][CH:17]([OH:20])[CH2:18][OH:19])=[CH:13][CH:14]=2)[CH:7]=[CH:6][CH:5]=[CH:4]1.[C:36](=[O:37])([O-:28])[NH2:35], predict the reactants needed to synthesize it. (2) Given the product [C:17]([C:14]1[CH:15]=[C:16]2[C:11](=[CH:12][C:13]=1[O:19][CH2:20][CH2:21][O:22][CH3:23])[N:10]=[CH:9][CH:8]=[C:7]2[O:6][C:5]1[CH:24]=[CH:25][C:2]([NH:1][C:36]([NH:35][C:29]2[CH:30]=[CH:31][C:32]([F:34])=[CH:33][C:28]=2[F:27])=[O:37])=[C:3]([F:26])[CH:4]=1)#[N:18], predict the reactants needed to synthesize it. The reactants are: [NH2:1][C:2]1[CH:25]=[CH:24][C:5]([O:6][C:7]2[C:16]3[C:11](=[CH:12][C:13]([O:19][CH2:20][CH2:21][O:22][CH3:23])=[C:14]([C:17]#[N:18])[CH:15]=3)[N:10]=[CH:9][CH:8]=2)=[CH:4][C:3]=1[F:26].[F:27][C:28]1[CH:33]=[C:32]([F:34])[CH:31]=[CH:30][C:29]=1[N:35]=[C:36]=[O:37]. (3) Given the product [NH2:1][C:2]1[N:7]=[CH:6][N:5]=[C:4]([NH:8][C@H:9]([C:11]2[N:16]([C:17]3[CH:22]=[CH:21][CH:20]=[CH:19][CH:18]=3)[C:15](=[O:23])[C:14]3=[C:24]([CH3:27])[CH:25]=[CH:26][N:13]3[N:12]=2)[CH3:10])[C:3]=1[C:37]1[CH:45]=[CH:44][CH:43]=[C:42]2[C:38]=1[CH:39]=[CH:40][NH:41]2, predict the reactants needed to synthesize it. The reactants are: [NH2:1][C:2]1[N:7]=[CH:6][N:5]=[C:4]([NH:8][C@H:9]([C:11]2[N:16]([C:17]3[CH:22]=[CH:21][CH:20]=[CH:19][CH:18]=3)[C:15](=[O:23])[C:14]3=[C:24]([CH3:27])[CH:25]=[CH:26][N:13]3[N:12]=2)[CH3:10])[C:3]=1Br.CC1(C)C(C)(C)OB([C:37]2[CH:45]=[CH:44][CH:43]=[C:42]3[C:38]=2[CH:39]=[CH:40][NH:41]3)O1.C(=O)([O-])[O-].[Na+].[Na+]. (4) The reactants are: O=C(Cl)[O:3][C:4](Cl)(Cl)Cl.[NH2:9][CH2:10][CH2:11][CH2:12][CH2:13][CH2:14][N:15]1[C:23]2[C:18](=[CH:19][CH:20]=[CH:21][CH:22]=2)[C:17]([C:24]([O:26][CH2:27][CH3:28])=[O:25])=[CH:16]1.CCN(CC)CC.[N:36]1[CH:41]=[CH:40][CH:39]=[C:38]([CH2:42][NH2:43])[CH:37]=1. Given the product [N:36]1[CH:41]=[CH:40][CH:39]=[C:38]([CH2:42][NH:43][C:4]([NH:9][CH2:10][CH2:11][CH2:12][CH2:13][CH2:14][N:15]2[C:23]3[C:18](=[CH:19][CH:20]=[CH:21][CH:22]=3)[C:17]([C:24]([O:26][CH2:27][CH3:28])=[O:25])=[CH:16]2)=[O:3])[CH:37]=1, predict the reactants needed to synthesize it. (5) The reactants are: [C:1]([O:5][C:6]([C@H:8]1[C@H:12]([C:13]2[CH:18]=[CH:17][CH:16]=[C:15]([Cl:19])[C:14]=2[F:20])[C@:11]([C:23]2[CH:28]=[CH:27][C:26]([Cl:29])=[CH:25][C:24]=2[F:30])([C:21]#[N:22])[C@@H:10]([CH3:31])[NH:9]1)=[O:7])([CH3:4])([CH3:3])[CH3:2].[Cl:32][C:33]1[CH:40]=[CH:39][CH:38]=[CH:37][C:34]=1[CH2:35]Br.C(=O)([O-])[O-].[Cs+].[Cs+]. Given the product [C:1]([O:5][C:6]([CH:8]1[CH:12]([C:13]2[CH:18]=[CH:17][CH:16]=[C:15]([Cl:19])[C:14]=2[F:20])[C:11]([C:23]2[CH:28]=[CH:27][C:26]([Cl:29])=[CH:25][C:24]=2[F:30])([C:21]#[N:22])[CH:10]([CH3:31])[N:9]1[CH2:35][C:34]1[CH:37]=[CH:38][CH:39]=[CH:40][C:33]=1[Cl:32])=[O:7])([CH3:4])([CH3:2])[CH3:3], predict the reactants needed to synthesize it. (6) Given the product [C:15]([NH:14][CH2:13][CH2:12][NH:11][S:8]([C:5]1[N:6]=[CH:7][C:2]([C:23]2[C:22]3[C:26](=[CH:27][C:19]([F:18])=[CH:20][CH:21]=3)[N:25]([C:28]([O:30][C:31]([CH3:34])([CH3:33])[CH3:32])=[O:29])[CH:24]=2)=[CH:3][CH:4]=1)(=[O:10])=[O:9])(=[O:17])[CH3:16], predict the reactants needed to synthesize it. The reactants are: Br[C:2]1[CH:3]=[CH:4][C:5]([S:8]([NH:11][CH2:12][CH2:13][NH:14][C:15](=[O:17])[CH3:16])(=[O:10])=[O:9])=[N:6][CH:7]=1.[F:18][C:19]1[CH:27]=[C:26]2[C:22]([C:23](B3OC(C)(C)C(C)(C)O3)=[CH:24][N:25]2[C:28]([O:30][C:31]([CH3:34])([CH3:33])[CH3:32])=[O:29])=[CH:21][CH:20]=1.C([O-])([O-])=O.[K+].[K+].